The task is: Predict which catalyst facilitates the given reaction.. This data is from Catalyst prediction with 721,799 reactions and 888 catalyst types from USPTO. (1) Reactant: [OH-].[K+].[C:3]1([CH2:9][C:10](=[O:14])[C:11]([OH:13])=[O:12])[CH:8]=[CH:7][CH:6]=[CH:5][CH:4]=1.C(O)(=O)[CH2:16][C:17]([C:19]([OH:21])=[O:20])=[O:18].Cl. Product: [CH2:9]([C:10]([OH:14])([C:11]([OH:13])=[O:12])[CH2:16][C:17](=[O:18])[C:19]([OH:21])=[O:20])[C:3]1[CH:8]=[CH:7][CH:6]=[CH:5][CH:4]=1. The catalyst class is: 226. (2) Reactant: [CH2:1]([O:8][C:9]1[CH:17]=[C:16]([Cl:18])[CH:15]=[CH:14][C:10]=1[C:11]([NH2:13])=[O:12])[C:2]1[CH:7]=[CH:6][CH:5]=[CH:4][CH:3]=1.Cl[C:20]([S:22]Cl)=[O:21].O. Product: [CH2:1]([O:8][C:9]1[CH:17]=[C:16]([Cl:18])[CH:15]=[CH:14][C:10]=1[C:11]1[O:12][C:20](=[O:21])[S:22][N:13]=1)[C:2]1[CH:3]=[CH:4][CH:5]=[CH:6][CH:7]=1. The catalyst class is: 11. (3) Reactant: C1(P(C2C=CC=CC=2)C2C=CC=CC=2)C=CC=CC=1.[NH2:20][C:21]1[C:26]([C:27]2[CH:32]=[CH:31][C:30]([OH:33])=[CH:29][CH:28]=2)=[CH:25][CH:24]=[CH:23][N:22]=1.[F:34][C:35]1[CH:36]=[C:37]([CH2:41]O)[CH:38]=[CH:39][CH:40]=1. The catalyst class is: 1. Product: [F:34][C:35]1[CH:36]=[C:37]([CH:38]=[CH:39][CH:40]=1)[CH2:41][O:33][C:30]1[CH:31]=[CH:32][C:27]([C:26]2[C:21]([NH2:20])=[N:22][CH:23]=[CH:24][CH:25]=2)=[CH:28][CH:29]=1.